Dataset: Reaction yield outcomes from USPTO patents with 853,638 reactions. Task: Predict the reaction yield, written as a fraction of the theoretical maximum amount of product (1.0 means a 100% yield; for example, 0.34 means a 34% yield). (1) The reactants are Br[C:2]1[CH:7]=[CH:6][C:5]([C:8]2[N:12]([C:13]3[CH:18]=[CH:17][CH:16]=[CH:15][CH:14]=3)[C:11]3[CH:19]=[CH:20][CH:21]=[CH:22][C:10]=3[N:9]=2)=[CH:4][CH:3]=1.C([Li])CCC.[C:28]1([C:34]2[CH:47]=[C:46]([C:48]3[CH:53]=[CH:52][CH:51]=[CH:50][CH:49]=3)[C:45]3[C:36](=[C:37]4[C:42](=[CH:43][CH:44]=3)[C:41]([C:54]3[CH:59]=[CH:58][CH:57]=[CH:56][CH:55]=3)=[CH:40][CH:39]=[N:38]4)[N:35]=2)[CH:33]=[CH:32][CH:31]=[CH:30][CH:29]=1.O. The catalyst is C1COCC1. The product is [C:28]1([C:34]2[CH:47]=[C:46]([C:48]3[CH:53]=[CH:52][CH:51]=[CH:50][CH:49]=3)[C:45]3[C:36](=[C:37]4[C:42](=[CH:43][CH:44]=3)[C:41]([C:54]3[CH:55]=[CH:56][CH:57]=[CH:58][CH:59]=3)=[CH:40][C:39]([C:2]3[CH:7]=[CH:6][C:5]([C:8]5[N:12]([C:13]6[CH:14]=[CH:15][CH:16]=[CH:17][CH:18]=6)[C:11]6[CH:19]=[CH:20][CH:21]=[CH:22][C:10]=6[N:9]=5)=[CH:4][CH:3]=3)=[N:38]4)[N:35]=2)[CH:33]=[CH:32][CH:31]=[CH:30][CH:29]=1. The yield is 0.471. (2) The reactants are [CH2:1]1[C@@H:6]2[CH2:7][CH2:8][CH2:9][N:5]2[CH2:4][C@@H:3]([CH2:10][OH:11])[O:2]1.C(N(CC)CC)C.[CH3:19][S:20](Cl)(=[O:22])=[O:21]. The catalyst is ClCCl. The product is [CH3:19][S:20]([O:11][CH2:10][C@H:3]1[O:2][CH2:1][C@@H:6]2[CH2:7][CH2:8][CH2:9][N:5]2[CH2:4]1)(=[O:22])=[O:21]. The yield is 0.800. (3) The reactants are [CH:1]1[N:5]=[CH:4][NH:3][C:2]=1/[CH:6]=[CH:7]/[C:8]([OH:10])=[O:9]. The catalyst is O.[Pd]. The product is [NH:5]1[CH:1]=[C:2]([CH2:6][CH2:7][C:8]([OH:10])=[O:9])[N:3]=[CH:4]1. The yield is 0.960. (4) The reactants are [F:1][C:2]1[CH:10]=[CH:9][C:8]([CH2:11][C:12]2[C:21]3[C:16](=[CH:17][CH:18]=[CH:19][CH:20]=3)[C:15](=[O:22])[NH:14][N:13]=2)=[CH:7][C:3]=1[C:4](O)=[O:5].[F:23][C:24]([F:35])([F:34])[C:25]1[N:33]=[C:28]2[CH2:29][NH:30][CH2:31][CH2:32][N:27]2[N:26]=1.C(N(CC)C(C)C)(C)C. The catalyst is CN(C)C=O. The product is [F:1][C:2]1[CH:10]=[CH:9][C:8]([CH2:11][C:12]2[C:21]3[C:16](=[CH:17][CH:18]=[CH:19][CH:20]=3)[C:15](=[O:22])[NH:14][N:13]=2)=[CH:7][C:3]=1[C:4]([N:30]1[CH2:31][CH2:32][N:27]2[N:26]=[C:25]([C:24]([F:34])([F:23])[F:35])[N:33]=[C:28]2[CH2:29]1)=[O:5]. The yield is 0.164.